Dataset: Forward reaction prediction with 1.9M reactions from USPTO patents (1976-2016). Task: Predict the product of the given reaction. (1) The product is: [N:36]1([CH2:42][CH2:43][O:25][C:24](=[O:26])[C@@H:23]([NH:22][C:20]([C:16]2[S:15][C:14]([NH:13][C:11](=[O:12])[CH2:10][C:5]3[CH:6]=[CH:7][CH:8]=[C:9]4[C:4]=3[CH:3]=[N:2][NH:1]4)=[N:18][C:17]=2[CH3:19])=[O:21])[CH2:27][NH:28][C:29]([C:31]2[S:32][CH:33]=[CH:34][CH:35]=2)=[O:30])[CH2:41][CH2:40][O:39][CH2:38][CH2:37]1. Given the reactants [NH:1]1[C:9]2[C:4](=[C:5]([CH2:10][C:11]([NH:13][C:14]3[S:15][C:16]([C:20]([NH:22][C@@H:23]([CH2:27][NH:28][C:29]([C:31]4[S:32][CH:33]=[CH:34][CH:35]=4)=[O:30])[C:24]([OH:26])=[O:25])=[O:21])=[C:17]([CH3:19])[N:18]=3)=[O:12])[CH:6]=[CH:7][CH:8]=2)[CH:3]=[N:2]1.[N:36]1([CH2:42][CH2:43]O)[CH2:41][CH2:40][O:39][CH2:38][CH2:37]1.CCCP1(OP(CCC)(=O)OP(CCC)(=O)O1)=O.C(OCC)(=O)C, predict the reaction product. (2) Given the reactants [CH2:1]([CH:3]1[O:5][CH2:4]1)Cl.[CH2:6]([C:9]1[CH:14]=[CH:13][CH:12]=[CH:11][C:10]=1[OH:15])[CH:7]=[CH2:8].[OH-].[Na+], predict the reaction product. The product is: [CH2:1]([O:15][C:10]1[CH:11]=[CH:12][CH:13]=[CH:14][C:9]=1[CH2:6][CH:7]=[CH2:8])[CH:3]1[O:5][CH2:4]1. (3) The product is: [CH3:25][O:24][N:23]([CH3:22])[C:6]([CH:3]1[CH2:4][CH2:5][O:1][CH2:2]1)=[O:8]. Given the reactants [O:1]1[CH2:5][CH2:4][CH:3]([C:6]([OH:8])=O)[CH2:2]1.CCN=C=NCCCN(C)C.Cl.Cl.[CH3:22][NH:23][O:24][CH3:25].C(N(CC)CC)C, predict the reaction product. (4) The product is: [CH3:12][S:13][C:14]1[N:19]=[C:18]2[N:20]([CH2:8][C:7]3[CH:10]=[CH:11][C:4]([N+:1]([O-:3])=[O:2])=[CH:5][CH:6]=3)[N:21]=[CH:22][C:17]2=[CH:16][N:15]=1. Given the reactants [N+:1]([C:4]1[CH:11]=[CH:10][C:7]([CH2:8]O)=[CH:6][CH:5]=1)([O-:3])=[O:2].[CH3:12][S:13][C:14]1[N:19]=[C:18]2[NH:20][N:21]=[CH:22][C:17]2=[CH:16][N:15]=1, predict the reaction product. (5) Given the reactants O[CH2:2][C:3]1[CH:30]=[CH:29][C:6]2[N:7]([CH2:24][CH2:25][CH:26]([CH3:28])[CH3:27])[C:8]([CH2:10][N:11]3[C:15]4[CH:16]=[CH:17][CH:18]=[CH:19][C:14]=4[N:13]([CH:20]([CH3:22])[CH3:21])[C:12]3=[O:23])=[N:9][C:5]=2[CH:4]=1.CCN(S(F)(F)[F:37])CC, predict the reaction product. The product is: [F:37][CH2:2][C:3]1[CH:30]=[CH:29][C:6]2[N:7]([CH2:24][CH2:25][CH:26]([CH3:28])[CH3:27])[C:8]([CH2:10][N:11]3[C:15]4[CH:16]=[CH:17][CH:18]=[CH:19][C:14]=4[N:13]([CH:20]([CH3:22])[CH3:21])[C:12]3=[O:23])=[N:9][C:5]=2[CH:4]=1. (6) Given the reactants [OH:1][C:2]1[CH:3]=[C:4]([CH:7]=[CH:8][C:9]=1[O:10][CH2:11][CH:12]([CH3:14])[CH3:13])[CH:5]=[O:6].[H-].[Na+].[C:17](OC(=O)C)(=[O:19])[CH3:18].Cl, predict the reaction product. The product is: [C:17]([O:1][C:2]1[CH:3]=[C:4]([CH:5]=[O:6])[CH:7]=[CH:8][C:9]=1[O:10][CH2:11][CH:12]([CH3:14])[CH3:13])(=[O:19])[CH3:18].